Dataset: Forward reaction prediction with 1.9M reactions from USPTO patents (1976-2016). Task: Predict the product of the given reaction. (1) Given the reactants [C:1]([O:5][C:6](=[O:25])[NH:7][C:8]1[CH:13]=[CH:12][C:11]([C:14]2[CH:19]=[CH:18][C:17]([O:20][CH3:21])=[CH:16][CH:15]=2)=[CH:10][C:9]=1[N+:22]([O-])=O)([CH3:4])([CH3:3])[CH3:2], predict the reaction product. The product is: [C:1]([O:5][C:6](=[O:25])[NH:7][C:8]1[CH:13]=[CH:12][C:11]([C:14]2[CH:19]=[CH:18][C:17]([O:20][CH3:21])=[CH:16][CH:15]=2)=[CH:10][C:9]=1[NH2:22])([CH3:4])([CH3:2])[CH3:3]. (2) Given the reactants [CH:1]1([NH:4][C:5]([C:7]2[CH:8]=[C:9]([C:14]3[CH:19]=[CH:18][C:17]([C:20]([NH:22][NH2:23])=[O:21])=[CH:16][CH:15]=3)[C:10]([CH3:13])=[CH:11][CH:12]=2)=[O:6])[CH2:3][CH2:2]1.[Cl:24][CH2:25][C:26](OCC)(OCC)OCC, predict the reaction product. The product is: [Cl:24][CH2:25][C:26]1[O:21][C:20]([C:17]2[CH:18]=[CH:19][C:14]([C:9]3[C:10]([CH3:13])=[CH:11][CH:12]=[C:7]([C:5]([NH:4][CH:1]4[CH2:3][CH2:2]4)=[O:6])[CH:8]=3)=[CH:15][CH:16]=2)=[N:22][N:23]=1. (3) Given the reactants C[O:2][C:3]1[C:8]2[C:9]([C:21]3[CH:22]=[C:23]([C:26]([O:28][CH3:29])=[O:27])[S:24][CH:25]=3)=[N:10][N:11]([CH2:12][C:13]3[CH:18]=[CH:17][C:16]([O:19][CH3:20])=[CH:15][CH:14]=3)[C:7]=2[CH:6]=[CH:5][N:4]=1.[I-].[Na+].Cl[Si](C)(C)C.C(=O)([O-])O.[Na+], predict the reaction product. The product is: [CH3:20][O:19][C:16]1[CH:15]=[CH:14][C:13]([CH2:12][N:11]2[C:7]3[CH:6]=[CH:5][NH:4][C:3](=[O:2])[C:8]=3[C:9]([C:21]3[CH:22]=[C:23]([C:26]([O:28][CH3:29])=[O:27])[S:24][CH:25]=3)=[N:10]2)=[CH:18][CH:17]=1. (4) Given the reactants [C:1]([C:3]1[CH:8]=[CH:7][C:6]([N:9]([CH2:14][CH:15]2[CH2:17][CH2:16]2)[CH2:10][C:11]([OH:13])=O)=[CH:5][C:4]=1[C:18]([F:21])([F:20])[F:19])#[N:2].[F:22][C:23]1[CH:29]=[CH:28][C:26]([NH2:27])=[CH:25][CH:24]=1, predict the reaction product. The product is: [C:1]([C:3]1[CH:8]=[CH:7][C:6]([N:9]([CH2:14][CH:15]2[CH2:17][CH2:16]2)[CH2:10][C:11]([NH:27][C:26]2[CH:28]=[CH:29][C:23]([F:22])=[CH:24][CH:25]=2)=[O:13])=[CH:5][C:4]=1[C:18]([F:21])([F:20])[F:19])#[N:2]. (5) Given the reactants [CH2:1]([N:4]1[C:12]([C:13]2[S:14][CH:15]=[CH:16][CH:17]=2)=[N:11][C:10]2[C:9](=[O:18])[NH:8][CH:7]=[N:6][C:5]1=2)[CH:2]=[CH2:3].[CH2:19](I)[CH2:20][CH3:21].C([O-])([O-])=O.[Cs+].[Cs+], predict the reaction product. The product is: [CH2:1]([N:4]1[C:12]([C:13]2[S:14][CH:15]=[CH:16][CH:17]=2)=[N:11][C:10]2[C:9](=[O:18])[N:8]([CH2:19][CH2:20][CH3:21])[CH:7]=[N:6][C:5]1=2)[CH:2]=[CH2:3]. (6) Given the reactants [Cl:1][C:2]1[N:7]=[C:6](/[CH:8]=[C:9](\[C:11]2[CH:12]=[C:13]([NH:17][C:18](=[O:27])[C:19]3[C:24]([F:25])=[CH:23][CH:22]=[CH:21][C:20]=3[F:26])[CH:14]=[CH:15][CH:16]=2)/O)[CH:5]=[CH:4][N:3]=1.C1C(=O)N(Br)C(=O)C1.[N:36]1([C:41](=[S:43])[NH2:42])[CH2:40][CH2:39][CH2:38][CH2:37]1, predict the reaction product. The product is: [Cl:1][C:2]1[N:7]=[C:6]([C:8]2[S:43][C:41]([N:36]3[CH2:40][CH2:39][CH2:38][CH2:37]3)=[N:42][C:9]=2[C:11]2[CH:12]=[C:13]([NH:17][C:18](=[O:27])[C:19]3[C:24]([F:25])=[CH:23][CH:22]=[CH:21][C:20]=3[F:26])[CH:14]=[CH:15][CH:16]=2)[CH:5]=[CH:4][N:3]=1. (7) Given the reactants [NH2:1][C:2]1[N:10]=[CH:9][CH:8]=[CH:7][C:3]=1[C:4]([OH:6])=O.ON1C2C=CC=CC=2N=N1.CCN=C=NCCCN(C)C.[CH3:32][C:33]1[CH:47]=[CH:46][CH:45]=[C:44]([CH3:48])[C:34]=1[O:35][C:36]1[CH:43]=[CH:42][C:39]([CH2:40][NH2:41])=[CH:38][CH:37]=1.C(=O)(O)[O-].[Na+], predict the reaction product. The product is: [CH3:32][C:33]1[CH:47]=[CH:46][CH:45]=[C:44]([CH3:48])[C:34]=1[O:35][C:36]1[CH:37]=[CH:38][C:39]([CH2:40][NH:41][C:4](=[O:6])[C:3]2[CH:7]=[CH:8][CH:9]=[N:10][C:2]=2[NH2:1])=[CH:42][CH:43]=1. (8) Given the reactants O[C:2]1[CH:3]=[C:4]([CH:7]=[CH:8][C:9]=1O)[CH:5]=O.[C:11](=[O:14])([O-])[O-].[Cs+].[Cs+].S(O[CH2:22][CH2:23][CH2:24][CH2:25][CH2:26][CH2:27][CH2:28][CH2:29]/[CH:30]=[CH:31]\[CH2:32]/[CH:33]=[CH:34]\[CH2:35][CH2:36][CH2:37][CH2:38][CH3:39])(=O)(=O)C, predict the reaction product. The product is: [CH2:5]([C:4]1[C:3]([CH2:22][CH2:23][CH2:24][CH2:25][CH2:26][CH2:27][CH2:28][CH2:29]/[CH:30]=[CH:31]\[CH2:32]/[CH:33]=[CH:34]\[CH2:35][CH2:36][CH2:37][CH2:38][CH3:39])=[C:2]([CH:9]=[CH:8][CH:7]=1)[CH:11]=[O:14])[CH2:22][CH2:23][CH2:24][CH2:25][CH2:26][CH2:27][CH2:28]/[CH:29]=[CH:30]\[CH2:31]/[CH:32]=[CH:33]\[CH2:34][CH2:35][CH2:36][CH2:37][CH3:38].